This data is from HIV replication inhibition screening data with 41,000+ compounds from the AIDS Antiviral Screen. The task is: Binary Classification. Given a drug SMILES string, predict its activity (active/inactive) in a high-throughput screening assay against a specified biological target. The molecule is CC=C(c1cc(Cl)c(OC)c(C(=O)OC)c1)c1cc(Cl)c(OC)c(C(=O)OC)c1. The result is 0 (inactive).